Dataset: Full USPTO retrosynthesis dataset with 1.9M reactions from patents (1976-2016). Task: Predict the reactants needed to synthesize the given product. (1) The reactants are: [CH2:1]([O:8][C:9]1[CH:18]=[C:17]2[C:12]([C:13](Cl)=[N:14][CH:15]=[N:16]2)=[CH:11][C:10]=1[O:20][CH3:21])[C:2]1[CH:7]=[CH:6][CH:5]=[CH:4][CH:3]=1.C(=O)([O-])[O-].[K+].[K+].[CH3:28][C:29]1[NH:30][C:31]2[C:36]([C:37]=1[CH3:38])=[CH:35][C:34]([OH:39])=[CH:33][CH:32]=2. Given the product [CH2:1]([O:8][C:9]1[CH:18]=[C:17]2[C:12]([C:13]([O:39][C:34]3[CH:35]=[C:36]4[C:31](=[CH:32][CH:33]=3)[NH:30][C:29]([CH3:28])=[C:37]4[CH3:38])=[N:14][CH:15]=[N:16]2)=[CH:11][C:10]=1[O:20][CH3:21])[C:2]1[CH:7]=[CH:6][CH:5]=[CH:4][CH:3]=1, predict the reactants needed to synthesize it. (2) The reactants are: C[O:2][C:3]([C:5]1[N:10]=[C:9]2[CH:11]=[C:12]([CH2:14][C:15]([OH:34])([C:30]([F:33])([F:32])[F:31])[CH2:16][C:17]([C:20]3[C:28]4[O:27][CH2:26][CH2:25][C:24]=4[CH:23]=[C:22]([Cl:29])[CH:21]=3)([CH3:19])[CH3:18])[NH:13][C:8]2=[CH:7][CH:6]=1)=[O:4].O.[OH-].[Li+]. Given the product [Cl:29][C:22]1[CH:21]=[C:20]([C:17]([CH3:19])([CH3:18])[CH2:16][C:15]([OH:34])([C:30]([F:33])([F:31])[F:32])[CH2:14][C:12]2[NH:13][C:8]3[C:9](=[N:10][C:5]([C:3]([OH:4])=[O:2])=[CH:6][CH:7]=3)[CH:11]=2)[C:28]2[O:27][CH2:26][CH2:25][C:24]=2[CH:23]=1, predict the reactants needed to synthesize it. (3) Given the product [CH3:38][O:37][C:34]1[CH:33]=[CH:32][C:31]([C:30]([O:29][CH2:28][C@H:27]2[O:53][C@@H:12]([N:11]3[CH:54]=[CH:55][C:56](=[O:57])[NH:9][C:10]3=[O:58])[C@H:13]([O:14][CH2:15][CH2:16][C:17](=[O:19])[N:60]([CH3:61])[CH3:59])[C@@H:25]2[OH:26])([C:47]2[CH:48]=[CH:49][CH:50]=[CH:51][CH:52]=2)[C:39]2[CH:44]=[CH:43][C:42]([O:45][CH3:46])=[CH:41][CH:40]=2)=[CH:36][CH:35]=1, predict the reactants needed to synthesize it. The reactants are: C([N:9]1[C:56](=[O:57])[CH:55]=[CH:54][N:11]([C@@H:12]2[O:53][C@H:27]([CH2:28][O:29][C:30]([C:47]3[CH:52]=[CH:51][CH:50]=[CH:49][CH:48]=3)([C:39]3[CH:44]=[CH:43][C:42]([O:45][CH3:46])=[CH:41][CH:40]=3)[C:31]3[CH:36]=[CH:35][C:34]([O:37][CH3:38])=[CH:33][CH:32]=3)[C@@H:25]([OH:26])[C@H:13]2[O:14][CH2:15][CH2:16][C:17]([O:19]CC(F)(F)F)=O)[C:10]1=[O:58])(=O)C1C=CC=CC=1.[CH3:59][NH:60][CH3:61].O1CCCC1.